This data is from Reaction yield outcomes from USPTO patents with 853,638 reactions. The task is: Predict the reaction yield, written as a fraction of the theoretical maximum amount of product (1.0 means a 100% yield; for example, 0.34 means a 34% yield). (1) The reactants are [BH4-].[Na+].[Cl:3][C:4]1[C:5]([NH:19][C:20]2[CH:24]=[C:23]([CH:25]3[CH2:27][CH2:26]3)[NH:22][N:21]=2)=[N:6][C:7]([C:10]2[S:11][C:12]([C:16](=[O:18])[CH3:17])=[C:13]([CH3:15])[N:14]=2)=[N:8][CH:9]=1. The catalyst is C1COCC1.CO. The product is [Cl:3][C:4]1[C:5]([NH:19][C:20]2[CH:24]=[C:23]([CH:25]3[CH2:27][CH2:26]3)[NH:22][N:21]=2)=[N:6][C:7]([C:10]2[S:11][C:12]([CH:16]([OH:18])[CH3:17])=[C:13]([CH3:15])[N:14]=2)=[N:8][CH:9]=1. The yield is 0.800. (2) The reactants are Cl[C:2]1[C:11]2[CH2:10][N:9]([CH2:12][C:13]3[CH:18]=[CH:17][C:16]([O:19][CH3:20])=[CH:15][CH:14]=3)[C:8](=[O:21])[NH:7][C:6]=2[N:5]=[CH:4][CH:3]=1.[NH2:22][C:23]1[C:31]2[C:26](=[CH:27][C:28]([OH:32])=[CH:29][CH:30]=2)[N:25]([CH3:33])[N:24]=1.C(=O)([O-])[O-].[Cs+].[Cs+]. The catalyst is CN(C=O)C. The product is [NH2:22][C:23]1[C:31]2[C:26](=[CH:27][C:28]([O:32][C:2]3[C:11]4[CH2:10][N:9]([CH2:12][C:13]5[CH:18]=[CH:17][C:16]([O:19][CH3:20])=[CH:15][CH:14]=5)[C:8](=[O:21])[NH:7][C:6]=4[N:5]=[CH:4][CH:3]=3)=[CH:29][CH:30]=2)[N:25]([CH3:33])[N:24]=1. The yield is 0.560. (3) The reactants are C[O:2][CH:3](OC)[C:4]1[CH:9]=[CH:8][N:7]=[C:6]([NH2:10])[N:5]=1.Cl.C([O-])(O)=O.[Na+]. The catalyst is CCOC(C)=O. The product is [NH2:10][C:6]1[N:5]=[C:4]([CH:3]=[O:2])[CH:9]=[CH:8][N:7]=1. The yield is 0.370. (4) The reactants are [Cl:1][C:2]1[CH:9]=[C:8]([O:10]C)[C:5]([CH:6]=[O:7])=[C:4]([O:12][CH3:13])[CH:3]=1.C(Cl)Cl.B(Br)(Br)Br. No catalyst specified. The product is [Cl:1][C:2]1[CH:3]=[C:4]([O:12][CH3:13])[C:5]([CH:6]=[O:7])=[C:8]([OH:10])[CH:9]=1. The yield is 0.990. (5) The product is [O:9]=[C:8]1[NH:7][C:6]2[CH2:10][CH2:11][CH2:12][C:5]=2[CH:4]=[C:3]1[CH2:2][NH:1][C:25](=[O:26])[C:24]1[CH:23]=[CH:22][C:21]([O:14][C:15]2[CH:20]=[CH:19][CH:18]=[CH:17][CH:16]=2)=[CH:29][CH:28]=1. The reactants are [NH2:1][CH2:2][C:3]1[C:8](=[O:9])[NH:7][C:6]2[CH2:10][CH2:11][CH2:12][C:5]=2[C:4]=1C.[O:14]([C:21]1[CH:29]=[CH:28][C:24]([C:25](O)=[O:26])=[CH:23][CH:22]=1)[C:15]1[CH:20]=[CH:19][CH:18]=[CH:17][CH:16]=1.C1C=CC2N(O)N=NC=2C=1.C(Cl)CCl. The catalyst is CN(C=O)C. The yield is 0.560. (6) The reactants are [CH3:1][N:2]([CH3:32])[C:3]([C:5]1[N:26]([CH:27]2[CH2:31][CH2:30][CH2:29][CH2:28]2)[C:8]2[N:9]=[C:10]([NH:13][C:14]3[CH:19]=[CH:18][C:17]([N:20]4[CH2:25][CH2:24][NH:23][CH2:22][CH2:21]4)=[CH:16][N:15]=3)[N:11]=[CH:12][C:7]=2[CH:6]=1)=[O:4].Br[CH2:34][CH:35]([CH3:37])[CH3:36]. No catalyst specified. The product is [CH3:1][N:2]([CH3:32])[C:3]([C:5]1[N:26]([CH:27]2[CH2:31][CH2:30][CH2:29][CH2:28]2)[C:8]2[N:9]=[C:10]([NH:13][C:14]3[CH:19]=[CH:18][C:17]([N:20]4[CH2:21][CH2:22][N:23]([CH2:34][CH:35]([CH3:37])[CH3:36])[CH2:24][CH2:25]4)=[CH:16][N:15]=3)[N:11]=[CH:12][C:7]=2[CH:6]=1)=[O:4]. The yield is 0.410. (7) The catalyst is CO.CCOC(C)=O.[Pd]. The yield is 0.970. The reactants are [OH:1][C:2]1[CH:7]=[CH:6][C:5]([CH:8]=[CH:9][C:10]2[CH:15]=[CH:14][C:13]([OH:16])=[CH:12][CH:11]=2)=[CH:4][CH:3]=1. The product is [OH:1][C:2]1[CH:3]=[CH:4][C:5]([CH2:8][CH2:9][C:10]2[CH:15]=[CH:14][C:13]([OH:16])=[CH:12][CH:11]=2)=[CH:6][CH:7]=1.